From a dataset of Forward reaction prediction with 1.9M reactions from USPTO patents (1976-2016). Predict the product of the given reaction. (1) Given the reactants Cl[C:2]([O:4][CH2:5][CH2:6][Cl:7])=[O:3].[CH2:8]([OH:16])[CH2:9][CH2:10][CH2:11][CH2:12][CH2:13][CH2:14][CH3:15].N1C=CC=CC=1, predict the reaction product. The product is: [CH2:8]([O:16][C:2]([O:4][CH2:5][CH2:6][Cl:7])=[O:3])[CH2:9][CH2:10][CH2:11][CH2:12][CH2:13][CH2:14][CH3:15]. (2) The product is: [C:6]([O:10][C:11]([N:13]1[CH2:18][CH:17]=[C:16]([C:19]2[NH:28][C:22]3[N:23]=[CH:24][N:25]=[C:26]([NH:35][C:36]4[CH:41]=[N:40][C:39]([C:42](=[O:43])[NH2:44])=[CH:38][CH:37]=4)[C:21]=3[CH:20]=2)[CH2:15][CH2:14]1)=[O:12])([CH3:9])([CH3:8])[CH3:7]. Given the reactants CN(C=O)C.[C:6]([O:10][C:11]([N:13]1[CH2:18][CH:17]=[C:16]([C:19]2[NH:28][C:22]3[N:23]=[CH:24][N:25]=[C:26](Cl)[C:21]=3[CH:20]=2)[CH2:15][CH2:14]1)=[O:12])([CH3:9])([CH3:8])[CH3:7].CC([O-])(C)C.[K+].[NH2:35][C:36]1[CH:37]=[CH:38][C:39]([C:42]([NH2:44])=[O:43])=[N:40][CH:41]=1, predict the reaction product. (3) Given the reactants [O:1]=[C:2]1[N:8]([CH:9]2[CH2:14][CH2:13][N:12]([C:15]([O:17][C@@H:18]([C:36](O)=[O:37])[CH2:19][C:20]3[CH:25]=[C:24]([CH3:26])[C:23]([O:27][CH2:28][C:29]4[CH:34]=[CH:33][CH:32]=[CH:31][CH:30]=4)=[C:22]([CH3:35])[CH:21]=3)=[O:16])[CH2:11][CH2:10]2)[CH2:7][CH2:6][C:5]2[CH:39]=[CH:40][CH:41]=[CH:42][C:4]=2[NH:3]1.[O:43]=[S:44]1(=[O:56])[CH2:49][CH2:48][CH:47]([N:50]2[CH2:55][CH2:54][NH:53][CH2:52][CH2:51]2)[CH2:46][CH2:45]1, predict the reaction product. The product is: [O:1]=[C:2]1[N:8]([CH:9]2[CH2:14][CH2:13][N:12]([C:15]([O:17][C@H:18]([CH2:19][C:20]3[CH:25]=[C:24]([CH3:26])[C:23]([O:27][CH2:28][C:29]4[CH:34]=[CH:33][CH:32]=[CH:31][CH:30]=4)=[C:22]([CH3:35])[CH:21]=3)[C:36]([N:53]3[CH2:54][CH2:55][N:50]([CH:47]4[CH2:46][CH2:45][S:44](=[O:43])(=[O:56])[CH2:49][CH2:48]4)[CH2:51][CH2:52]3)=[O:37])=[O:16])[CH2:11][CH2:10]2)[CH2:7][CH2:6][C:5]2[CH:39]=[CH:40][CH:41]=[CH:42][C:4]=2[NH:3]1.